From a dataset of NCI-60 drug combinations with 297,098 pairs across 59 cell lines. Regression. Given two drug SMILES strings and cell line genomic features, predict the synergy score measuring deviation from expected non-interaction effect. (1) Drug 1: CC1=C2C(C(=O)C3(C(CC4C(C3C(C(C2(C)C)(CC1OC(=O)C(C(C5=CC=CC=C5)NC(=O)OC(C)(C)C)O)O)OC(=O)C6=CC=CC=C6)(CO4)OC(=O)C)O)C)O. Drug 2: C#CCC(CC1=CN=C2C(=N1)C(=NC(=N2)N)N)C3=CC=C(C=C3)C(=O)NC(CCC(=O)O)C(=O)O. Cell line: TK-10. Synergy scores: CSS=40.3, Synergy_ZIP=2.08, Synergy_Bliss=-1.77, Synergy_Loewe=-1.14, Synergy_HSA=-1.01. (2) Drug 1: C1=CC(=CC=C1CC(C(=O)O)N)N(CCCl)CCCl.Cl. Drug 2: CCCCCOC(=O)NC1=NC(=O)N(C=C1F)C2C(C(C(O2)C)O)O. Cell line: BT-549. Synergy scores: CSS=15.9, Synergy_ZIP=-0.402, Synergy_Bliss=2.96, Synergy_Loewe=-3.39, Synergy_HSA=0.248.